The task is: Predict the reactants needed to synthesize the given product.. This data is from Full USPTO retrosynthesis dataset with 1.9M reactions from patents (1976-2016). (1) Given the product [F:28][C:25]([F:26])([F:27])[C:23]1[CH:22]=[C:21]([C:29]2[CH:34]=[CH:33][C:32]([C:35]([F:36])([F:38])[F:37])=[CH:31][CH:30]=2)[N:20]=[C:19]([N:17]2[CH:18]=[C:14]([C:11]3[S:10][C:9]([S:6]([NH2:5])(=[O:8])=[O:7])=[CH:13][CH:12]=3)[N:15]=[CH:16]2)[N:24]=1, predict the reactants needed to synthesize it. The reactants are: C([NH:5][S:6]([C:9]1[S:10][C:11]([C:14]2[N:15]=[CH:16][N:17]([C:19]3[N:24]=[C:23]([C:25]([F:28])([F:27])[F:26])[CH:22]=[C:21]([C:29]4[CH:34]=[CH:33][C:32]([C:35]([F:38])([F:37])[F:36])=[CH:31][CH:30]=4)[N:20]=3)[CH:18]=2)=[CH:12][CH:13]=1)(=[O:8])=[O:7])(C)(C)C.C(O)(C(F)(F)F)=O. (2) Given the product [CH3:34][S:35]([OH:38])(=[O:37])=[O:36].[CH2:1]([O:3][CH2:4][CH2:5][O:6][C:7]1[CH:8]=[C:9]([CH3:33])[C:10]([C:14]2[CH:19]=[CH:18][CH:17]=[C:16]([CH2:20][NH:21][C:22]3[N:27]=[CH:26][C:25]([CH2:28][CH2:29][C:30]([OH:32])=[O:31])=[CH:24][CH:23]=3)[CH:15]=2)=[C:11]([CH3:13])[CH:12]=1)[CH3:2], predict the reactants needed to synthesize it. The reactants are: [CH2:1]([O:3][CH2:4][CH2:5][O:6][C:7]1[CH:12]=[C:11]([CH3:13])[C:10]([C:14]2[CH:19]=[CH:18][CH:17]=[C:16]([CH2:20][NH:21][C:22]3[N:27]=[CH:26][C:25]([CH2:28][CH2:29][C:30]([OH:32])=[O:31])=[CH:24][CH:23]=3)[CH:15]=2)=[C:9]([CH3:33])[CH:8]=1)[CH3:2].[CH3:34][S:35]([OH:38])(=[O:37])=[O:36].